From a dataset of Forward reaction prediction with 1.9M reactions from USPTO patents (1976-2016). Predict the product of the given reaction. (1) Given the reactants [OH:1][C:2]1[CH:12]=[CH:11][C:5]([C:6]([O:8][CH2:9][CH3:10])=[O:7])=[CH:4][CH:3]=1.[H-].[Na+].CC1C=CC(S(O[CH2:26][CH2:27][CH2:28][CH2:29][CH2:30][CH:31]([O:33][CH3:34])[CH3:32])(=O)=O)=CC=1.O, predict the reaction product. The product is: [CH3:34][O:33][CH:31]([CH3:32])[CH2:30][CH2:29][CH2:28][CH2:27][CH2:26][O:1][C:2]1[CH:3]=[CH:4][C:5]([C:6]([O:8][CH2:9][CH3:10])=[O:7])=[CH:11][CH:12]=1. (2) Given the reactants [Cl:1][C:2]1[CH:3]=[C:4]([C:9](O)([C:30]([F:33])([F:32])[F:31])[CH2:10][C:11]([C:13]2[CH:28]=[CH:27][C:16]([C:17]([NH:19][CH2:20][C:21]3[CH:26]=[CH:25][CH:24]=[CH:23][N:22]=3)=[O:18])=[C:15]([CH3:29])[CH:14]=2)=[O:12])[CH:5]=[C:6]([Cl:8])[CH:7]=1.C1(C)C=CC=CC=1.C(OC(=O)C)(=O)C.C(N(CCCC)CCCC)CCC, predict the reaction product. The product is: [Cl:1][C:2]1[CH:3]=[C:4]([C:9]([C:30]([F:33])([F:32])[F:31])=[CH:10][C:11]([C:13]2[CH:28]=[CH:27][C:16]([C:17]([NH:19][CH2:20][C:21]3[CH:26]=[CH:25][CH:24]=[CH:23][N:22]=3)=[O:18])=[C:15]([CH3:29])[CH:14]=2)=[O:12])[CH:5]=[C:6]([Cl:8])[CH:7]=1. (3) Given the reactants CC(OI1(OC(C)=O)(OC(C)=O)OC(=O)C2C=CC=CC1=2)=O.[C:23]1([S:29]([N:32]2[C:36]3=[N:37][CH:38]=[CH:39][CH:40]=[C:35]3[CH:34]=[C:33]2[CH:41]([OH:46])[CH2:42][CH:43]([CH3:45])[CH3:44])(=[O:31])=[O:30])[CH:28]=[CH:27][CH:26]=[CH:25][CH:24]=1, predict the reaction product. The product is: [C:23]1([S:29]([N:32]2[C:36]3=[N:37][CH:38]=[CH:39][CH:40]=[C:35]3[CH:34]=[C:33]2[C:41](=[O:46])[CH2:42][CH:43]([CH3:44])[CH3:45])(=[O:30])=[O:31])[CH:24]=[CH:25][CH:26]=[CH:27][CH:28]=1. (4) Given the reactants [F:1][C:2]1[CH:3]=[C:4]([CH:29]=[C:30]([N:32]2[CH2:37][CH2:36][O:35][CH2:34][CH2:33]2)[CH:31]=1)[C:5]([NH:7][C:8]1[C:17]2[C:12](=[CH:13][CH:14]=[CH:15][CH:16]=2)[C:11]([O:18][C:19]2[CH:24]=[CH:23][N:22]=[C:21](S(C)(=O)=O)[N:20]=2)=[CH:10][CH:9]=1)=[O:6].[NH:38]1[CH2:42][CH2:41][CH2:40][CH2:39]1, predict the reaction product. The product is: [F:1][C:2]1[CH:3]=[C:4]([CH:29]=[C:30]([N:32]2[CH2:37][CH2:36][O:35][CH2:34][CH2:33]2)[CH:31]=1)[C:5]([NH:7][C:8]1[C:17]2[C:12](=[CH:13][CH:14]=[CH:15][CH:16]=2)[C:11]([O:18][C:19]2[CH:24]=[CH:23][N:22]=[C:21]([N:38]3[CH2:42][CH2:41][CH2:40][CH2:39]3)[N:20]=2)=[CH:10][CH:9]=1)=[O:6]. (5) The product is: [CH3:43][C:44]1[CH:45]=[C:46]([NH:47][C:24]([NH:21][C:14]2[S:15][C:11]([C:6]3[CH:7]=[CH:8][CH:9]=[C:10]4[C:5]=3[CH2:4][NH:3][C:2]4=[O:1])=[CH:12][CH:13]=2)=[O:33])[CH:48]=[CH:49][CH:50]=1. Given the reactants [O:1]=[C:2]1[C:10]2[C:5](=[C:6]([C:11]3[S:15][C:14](C(O)=O)=[CH:13][CH:12]=3)[CH:7]=[CH:8][CH:9]=2)[CH2:4][NH:3]1.C([N:21]([CH2:24]C)CC)C.C1(P(N=[N+]=[N-])(C2C=CC=CC=2)=[O:33])C=CC=CC=1.[CH3:43][C:44]1[CH:45]=[C:46]([CH:48]=[CH:49][CH:50]=1)[NH2:47], predict the reaction product. (6) Given the reactants [CH3:1][O:2][C:3](=[O:15])[C:4]1[CH:13]=[CH:12][C:7]([C:8]([O:10][CH3:11])=[O:9])=[CH:6][C:5]=1[NH2:14].C(N(CC)CC)C.[C:23]([C:27]1[CH:35]=[CH:34][C:30]([C:31](Cl)=[O:32])=[CH:29][CH:28]=1)([CH3:26])([CH3:25])[CH3:24].Cl.C([O-])(O)=O.[Na+], predict the reaction product. The product is: [CH3:1][O:2][C:3](=[O:15])[C:4]1[CH:13]=[CH:12][C:7]([C:8]([O:10][CH3:11])=[O:9])=[CH:6][C:5]=1[NH:14][C:31](=[O:32])[C:30]1[CH:34]=[CH:35][C:27]([C:23]([CH3:25])([CH3:24])[CH3:26])=[CH:28][CH:29]=1. (7) Given the reactants [C:1]([C:3]1[CH:8]=[CH:7][CH:6]=[CH:5][C:4]=1[C:9]1[CH:14]=[CH:13][C:12]([CH3:15])=[CH:11][CH:10]=1)#[N:2].C(Cl)[Cl:17], predict the reaction product. The product is: [Cl:17][CH2:15][C:12]1[CH:11]=[CH:10][C:9]([C:4]2[CH:5]=[CH:6][CH:7]=[CH:8][C:3]=2[C:1]#[N:2])=[CH:14][CH:13]=1. (8) The product is: [CH3:72][N:71]([CH3:73])[C:68]1[N:69]=[CH:70][C:65]([S:60]([C:57]2[CH:58]=[CH:59][C:54]([CH2:53][NH:52][C:49](=[O:51])[CH3:50])=[CH:55][CH:56]=2)(=[O:62])=[O:61])=[N:66][CH:67]=1. Given the reactants CC1(C)C2C(=C(P(C3C=CC=CC=3)C3C=CC=CC=3)C=CC=2)OC2C(P(C3C=CC=CC=3)C3C=CC=CC=3)=CC=CC1=2.C([O-])([O-])=O.[Cs+].[Cs+].[C:49]([NH:52][CH2:53][C:54]1[CH:59]=[CH:58][C:57]([S:60]([OH:62])=[O:61])=[CH:56][CH:55]=1)(=[O:51])[CH3:50].[Na].Br[C:65]1[N:66]=[CH:67][C:68]([N:71]([CH3:73])[CH3:72])=[N:69][CH:70]=1, predict the reaction product. (9) Given the reactants [CH3:1][S:2]([C:5]1[CH:13]=[CH:12][CH:11]=[CH:10][C:6]=1[C:7]([OH:9])=O)(=[O:4])=[O:3].C(N(C(C)C)CC)(C)C.F[P-](F)(F)(F)(F)F.C[N+](C)=C(N(C)C)O.[NH2:38][C:39]1[N:43]([C:44]2[CH:49]=[CH:48][C:47]([F:50])=[CH:46][CH:45]=2)[N:42]=[CH:41][C:40]=1[C:51]([NH:53][CH2:54][C:55]([CH2:61][NH:62][CH2:63][CH3:64])([OH:60])[C:56]([F:59])([F:58])[F:57])=[O:52], predict the reaction product. The product is: [NH2:38][C:39]1[N:43]([C:44]2[CH:45]=[CH:46][C:47]([F:50])=[CH:48][CH:49]=2)[N:42]=[CH:41][C:40]=1[C:51]([NH:53][CH2:54][C:55]([CH2:61][N:62]([CH2:63][CH3:64])[C:7]([C:6]1[CH:10]=[CH:11][CH:12]=[CH:13][C:5]=1[S:2]([CH3:1])(=[O:3])=[O:4])=[O:9])([OH:60])[C:56]([F:59])([F:58])[F:57])=[O:52].